From a dataset of Forward reaction prediction with 1.9M reactions from USPTO patents (1976-2016). Predict the product of the given reaction. (1) Given the reactants Br[C:2]1[CH:3]=[C:4]([O:12][CH2:13][O:14][CH3:15])[C:5](=[O:11])[N:6]([CH2:8][O:9][CH3:10])[CH:7]=1.CCN(C(C)C)C(C)C.[SH:25][CH2:26][CH2:27][C:28]([O:30][CH3:31])=[O:29], predict the reaction product. The product is: [CH3:15][O:14][CH2:13][O:12][C:4]1[C:5](=[O:11])[N:6]([CH2:8][O:9][CH3:10])[CH:7]=[C:2]([S:25][CH2:26][CH2:27][C:28]([O:30][CH3:31])=[O:29])[CH:3]=1. (2) Given the reactants C([O:4][C:5]1[CH:10]=[CH:9][C:8]([C:11](=[O:26])[NH:12][C:13]2[CH:18]=[C:17]([C:19]3[CH2:23][CH2:22][C:21](=[O:24])[CH:20]=3)[CH:16]=[CH:15][C:14]=2[NH2:25])=[CH:7][CH:6]=1)(=O)C.O.O.O.O.O.O.O.[Cl-].[Ce+3].[Cl-].[Cl-].[BH4-].[Na+], predict the reaction product. The product is: [NH2:25][C:14]1[CH:15]=[CH:16][C:17]([C:19]2[CH2:23][CH2:22][CH:21]([OH:24])[CH:20]=2)=[CH:18][C:13]=1[NH:12][C:11](=[O:26])[C:8]1[CH:7]=[CH:6][C:5]([OH:4])=[CH:10][CH:9]=1. (3) Given the reactants [CH3:1][C:2]1[CH:7]=[CH:6][N:5]=[CH:4][C:3]=1[N:8]1[CH2:12][CH2:11][NH:10][C:9]1=[O:13].Br[C:15]1[C:24]2[C:19](=[CH:20][CH:21]=[CH:22][CH:23]=2)[CH:18]=[CH:17][CH:16]=1.N[C@@H]1CCCC[C@H]1N.P([O-])([O-])([O-])=O.[K+].[K+].[K+], predict the reaction product. The product is: [CH3:1][C:2]1[CH:7]=[CH:6][N:5]=[CH:4][C:3]=1[N:8]1[CH2:12][CH2:11][N:10]([C:23]2[C:24]3[C:19](=[CH:18][CH:17]=[CH:16][CH:15]=3)[CH:20]=[CH:21][CH:22]=2)[C:9]1=[O:13]. (4) Given the reactants BrC1C=CC=C2C=1CC[NH:6]C2CC(OC)=O.S(=O)(=O)(O)O.[C:22]([N:25]1[CH2:34][CH2:33][C:32]2[C:27](=[CH:28][CH:29]=[CH:30][C:31]=2[Br:35])[CH:26]1[CH2:36][C:37]([O:39]C)=O)(=[O:24])[CH3:23].C([O-])(O)=O.[Na+], predict the reaction product. The product is: [Br:35][C:31]1[CH:30]=[CH:29][CH:28]=[C:27]2[C:32]=1[CH2:33][CH2:34][N:25]1[C:22](=[O:24])[CH2:23][NH:6][C:37](=[O:39])[CH:36]=[C:26]12. (5) Given the reactants CC[O:3][C:4]([C:6]1([CH3:17])[N:10]([C:11](=[O:13])[CH3:12])[CH:9]([C:14]([OH:16])=[O:15])[CH2:8][S:7]1)=[O:5].[OH-].[Na+], predict the reaction product. The product is: [C:11]([N:10]1[CH:9]([C:14]([OH:16])=[O:15])[CH2:8][S:7][C:6]1([CH3:17])[C:4]([OH:5])=[O:3])(=[O:13])[CH3:12]. (6) Given the reactants [H-].[Na+].[NH2:3][C:4]1[CH:13]=[CH:12][C:7]([C:8]([O:10][CH3:11])=[O:9])=[CH:6][CH:5]=1.[C:14]1([CH2:20][CH2:21][CH2:22][CH2:23]CO)[CH:19]=[CH:18][CH:17]=[CH:16][CH:15]=1.[CH3:26]O, predict the reaction product. The product is: [CH3:26][CH:22]([CH2:21][CH2:20][C:14]1[CH:15]=[CH:16][CH:17]=[CH:18][CH:19]=1)[CH2:23][CH2:11][O:10][C:8](=[O:9])[C:7]1[CH:6]=[CH:5][C:4]([NH2:3])=[CH:13][CH:12]=1. (7) Given the reactants [Cl:1][C:2]1[C:3]([NH:23][C:24]2[CH:28]=[C:27]([CH3:29])[NH:26][N:25]=2)=[N:4][C:5]([NH:8][C:9]2[CH:14]=[C:13]([CH3:15])[C:12]([CH:16]3[CH2:21][CH2:20][CH2:19][NH:18][CH2:17]3)=[CH:11][C:10]=2[CH3:22])=[N:6][CH:7]=1.Br[CH2:31][C:32]([NH:34][CH3:35])=[O:33], predict the reaction product. The product is: [Cl:1][C:2]1[C:3]([NH:23][C:24]2[CH:28]=[C:27]([CH3:29])[NH:26][N:25]=2)=[N:4][C:5]([NH:8][C:9]2[C:10]([CH3:22])=[CH:11][C:12]([C@@H:16]3[CH2:21][CH2:20][CH2:19][N:18]([CH2:31][C:32]([NH:34][CH3:35])=[O:33])[CH2:17]3)=[C:13]([CH3:15])[CH:14]=2)=[N:6][CH:7]=1. (8) Given the reactants [CH2:1](Br)[C:2]1[CH:7]=[CH:6][CH:5]=[CH:4][CH:3]=1.[Br:9][C:10]1[CH:11]=[C:12]([OH:16])[CH:13]=[CH:14][CH:15]=1.C(=O)([O-])[O-].[K+].[K+], predict the reaction product. The product is: [CH2:1]([O:16][C:12]1[CH:13]=[CH:14][CH:15]=[C:10]([Br:9])[CH:11]=1)[C:2]1[CH:7]=[CH:6][CH:5]=[CH:4][CH:3]=1. (9) The product is: [NH2:3][C:8]1[N:13]=[C:12]([CH2:14][C:15]([N:17]2[C:25]3[C:20](=[CH:21][C:22]([NH:26][C:27]([C:29]4[C:30]([C:35]5[CH:36]=[CH:37][C:38]([CH3:41])=[CH:39][CH:40]=5)=[CH:31][CH:32]=[CH:33][CH:34]=4)=[O:28])=[CH:23][CH:24]=3)[CH2:19][CH2:18]2)=[O:16])[CH:11]=[CH:10][N:9]=1. Given the reactants CC1[N:3]([C:8]2[N:13]=[C:12]([CH2:14][C:15]([N:17]3[C:25]4[C:20](=[CH:21][C:22]([NH:26][C:27]([C:29]5[C:30]([C:35]6[CH:40]=[CH:39][C:38]([CH3:41])=[CH:37][CH:36]=6)=[CH:31][CH:32]=[CH:33][CH:34]=5)=[O:28])=[CH:23][CH:24]=4)[CH2:19][CH2:18]3)=[O:16])[CH:11]=[CH:10][N:9]=2)C(C)=CC=1.Cl.NO.C(N(CC)CC)C, predict the reaction product.